Dataset: Catalyst prediction with 721,799 reactions and 888 catalyst types from USPTO. Task: Predict which catalyst facilitates the given reaction. (1) The catalyst class is: 2. Product: [C:47]([O:51][C:52](=[O:55])[CH2:53][CH2:54][N:8]1[CH2:17][CH2:16][C:15]2[C:10](=[CH:11][CH:12]=[C:13]([CH2:18][O:19][C:20]3[CH:25]=[CH:24][C:23]([Cl:26])=[C:22]([C:27]([F:29])([F:28])[F:30])[CH:21]=3)[CH:14]=2)[CH2:9]1)([CH3:50])([CH3:49])[CH3:48]. Reactant: C(OC([N:8]1[CH2:17][CH2:16][C:15]2[C:10](=[CH:11][CH:12]=[C:13]([CH2:18][O:19][C:20]3[CH:25]=[CH:24][C:23]([Cl:26])=[C:22]([C:27]([F:30])([F:29])[F:28])[CH:21]=3)[CH:14]=2)[CH2:9]1)=O)(C)(C)C.C(O)(C(F)(F)F)=O.CCN(C(C)C)C(C)C.[C:47]([O:51][C:52](=[O:55])[CH:53]=[CH2:54])([CH3:50])([CH3:49])[CH3:48]. (2) Reactant: [NH2:1][C:2]1[C:30]([Cl:31])=[CH:29][C:5]([C:6]([NH:8][C@H:9]2[CH2:14][CH2:13][N:12]([CH2:15][CH:16]3[CH2:21][CH2:20][N:19]([C:22](=[O:26])[CH:23]([CH3:25])[CH3:24])[CH2:18][CH2:17]3)[CH2:11][C@H:10]2[O:27][CH3:28])=[O:7])=[C:4]([O:32][CH3:33])[CH:3]=1.[C:34]([OH:41])(=[O:40])/[CH:35]=[CH:36]\[C:37]([OH:39])=[O:38]. Product: [C:34]([OH:41])(=[O:40])/[CH:35]=[CH:36]\[C:37]([OH:39])=[O:38].[NH2:1][C:2]1[C:30]([Cl:31])=[CH:29][C:5]([C:6]([NH:8][C@H:9]2[CH2:14][CH2:13][N:12]([CH2:15][CH:16]3[CH2:17][CH2:18][N:19]([C:22](=[O:26])[CH:23]([CH3:25])[CH3:24])[CH2:20][CH2:21]3)[CH2:11][C@H:10]2[O:27][CH3:28])=[O:7])=[C:4]([O:32][CH3:33])[CH:3]=1. The catalyst class is: 32. (3) Reactant: [F:1][C:2]1[C:3]([OH:12])=[C:4]([CH:9]=[CH:10][CH:11]=1)[C:5]([O:7][CH3:8])=[O:6].Cl[C:14]([F:19])([F:18])C(O)=O.C(=O)([O-])[O-].[K+].[K+]. Product: [F:18][CH:14]([F:19])[O:12][C:3]1[C:2]([F:1])=[CH:11][CH:10]=[CH:9][C:4]=1[C:5]([O:7][CH3:8])=[O:6]. The catalyst class is: 18. (4) Reactant: C(N([P:8]([N:12]([CH:16]([CH3:18])[CH3:17])[CH:13]([CH3:15])[CH3:14])(Cl)([O-:10])[O-:9])C(C)C)(C)C.[O:19]([CH2:26][C:27]([NH:29][C:30]1[NH:31][C:32](=[O:70])[C:33]2[N:34]=[CH:35][N:36]([C:68]=2[N:69]=1)[C@@H:37]1[O:67][C@H:41]([CH2:42][O:43][C:44]([C:61]2[CH:66]=[CH:65][CH:64]=[CH:63][CH:62]=2)([C:53]2[CH:58]=[CH:57][C:56]([O:59][CH3:60])=[CH:55][CH:54]=2)[C:45]2[CH:50]=[CH:49][C:48]([O:51][CH3:52])=[CH:47][CH:46]=2)[C@@H:39]([OH:40])[CH2:38]1)=[O:28])[C:20]1[CH:25]=[CH:24][CH:23]=[CH:22][CH:21]=1.C(N(C(C)C)C(C)C)C.[C:80]([O:83][C@@H:84]1[C@@H:94]([O:95][C:96](=[O:98])[CH3:97])[C@H:93]([O:99][C:100](=[O:102])[CH3:101])[C@@H:92]([CH2:103][O:104][C:105](=[O:107])[CH3:106])[O:91][C@H:85]1[O:86][CH2:87][CH2:88][CH2:89]O)(=[O:82])[CH3:81].N1C=NN=N1. Product: [O:19]([CH2:26][C:27]([NH:29][C:30]1[NH:31][C:32](=[O:70])[C:33]2[N:34]=[CH:35][N:36]([C:68]=2[N:69]=1)[C@@H:37]1[O:67][C@H:41]([CH2:42][O:43][C:44]([C:61]2[CH:66]=[CH:65][CH:64]=[CH:63][CH:62]=2)([C:45]2[CH:50]=[CH:49][C:48]([O:51][CH3:52])=[CH:47][CH:46]=2)[C:53]2[CH:54]=[CH:55][C:56]([O:59][CH3:60])=[CH:57][CH:58]=2)[C@@H:39]([O:40][P:8]([N:12]([CH:13]([CH3:14])[CH3:15])[CH:16]([CH3:17])[CH3:18])([O:9][CH2:89][CH2:88][CH2:87][O:86][C@@H:85]2[O:91][C@H:92]([CH2:103][O:104][C:105](=[O:107])[CH3:106])[C@@H:93]([O:99][C:100](=[O:102])[CH3:101])[C@H:94]([O:95][C:96](=[O:98])[CH3:97])[C@H:84]2[O:83][C:80](=[O:82])[CH3:81])=[O:10])[CH2:38]1)=[O:28])[C:20]1[CH:21]=[CH:22][CH:23]=[CH:24][CH:25]=1. The catalyst class is: 4.